This data is from Reaction yield outcomes from USPTO patents with 853,638 reactions. The task is: Predict the reaction yield, written as a fraction of the theoretical maximum amount of product (1.0 means a 100% yield; for example, 0.34 means a 34% yield). (1) The reactants are [C:1]([NH:6][C:7]1[CH:8]=[C:9]([CH:13]2[CH2:18][CH2:17][N:16](C(OC(C)(C)C)=O)[CH2:15][CH2:14]2)[CH:10]=[CH:11][CH:12]=1)(=[O:5])[CH:2]([CH3:4])[CH3:3].Cl. The catalyst is O1CCOCC1. The product is [CH3:3][CH:2]([CH3:4])[C:1]([NH:6][C:7]1[CH:12]=[CH:11][CH:10]=[C:9]([CH:13]2[CH2:18][CH2:17][NH:16][CH2:15][CH2:14]2)[CH:8]=1)=[O:5]. The yield is 0.460. (2) The reactants are [C:1]([NH:5][C:6](=[O:8])[OH:7])([CH3:4])([CH3:3])[CH3:2].C[O:10][CH2:11][C:12]1([S:15]([NH2:18])(=[O:17])=[O:16])[CH2:14][CH2:13]1.[CH2:19]([N:22]=C=O)[CH2:20][CH3:21]. No catalyst specified. The product is [C:1]([NH:5][C:6](=[O:7])[OH:8])([CH3:4])([CH3:3])[CH3:2].[CH2:19]([NH:22][C:11]([C:12]1([S:15]([NH2:18])(=[O:17])=[O:16])[CH2:14][CH2:13]1)=[O:10])[CH2:20][CH3:21]. The yield is 1.00. (3) The reactants are [CH2:1]([C:4]1[C:13]2[C:8](=[CH:9][CH:10]=[CH:11][CH:12]=2)[C:7]([CH2:14][CH2:15][CH3:16])=[C:6]([C:17](OC)=[O:18])[C:5]=1[C:21](OC)=[O:22])[CH2:2][CH3:3].C1COCC1.[H-].[H-].[H-].[H-].[Li+].[Al+3].OS(O)(=O)=O. The catalyst is O. The product is [OH:18][CH2:17][C:6]1[C:5]([CH2:21][OH:22])=[C:4]([CH2:1][CH2:2][CH3:3])[C:13]2[C:8](=[CH:9][CH:10]=[CH:11][CH:12]=2)[C:7]=1[CH2:14][CH2:15][CH3:16]. The yield is 0.900. (4) The reactants are [N:1]1([C:7]2[CH:8]=[C:9]([CH:15]=[CH:16][CH:17]=2)[C:10]([O:12][CH2:13][CH3:14])=[O:11])[CH2:6][CH2:5][NH:4][CH2:3][CH2:2]1.C(=O)([O-])[O-].[K+].[K+].[C:24]1([CH:30]([C:34]2[CH:39]=[CH:38][CH:37]=[CH:36][CH:35]=2)[CH2:31][CH2:32]Br)[CH:29]=[CH:28][CH:27]=[CH:26][CH:25]=1. The catalyst is CN(C)C=O. The product is [C:24]1([CH:30]([C:34]2[CH:35]=[CH:36][CH:37]=[CH:38][CH:39]=2)[CH2:31][CH2:32][N:4]2[CH2:3][CH2:2][N:1]([C:7]3[CH:8]=[C:9]([CH:15]=[CH:16][CH:17]=3)[C:10]([O:12][CH2:13][CH3:14])=[O:11])[CH2:6][CH2:5]2)[CH:29]=[CH:28][CH:27]=[CH:26][CH:25]=1. The yield is 0.713. (5) The reactants are [C:1]([O:5][C:6](=[O:14])[NH:7][CH:8]1[CH2:13][CH2:12][NH:11][CH2:10][CH2:9]1)([CH3:4])([CH3:3])[CH3:2].[CH3:15][O:16][C:17]1[CH:18]=[C:19]2[C:28](=[CH:29][CH:30]=1)[N:27]=[CH:26][C:25]1[O:24][CH2:23][C:22](=O)[CH2:21][C:20]2=1.C(O)(=O)C.C([BH3-])#N.[Na+]. The catalyst is ClCCCl.O1CCCC1.CO. The product is [C:1]([O:5][C:6](=[O:14])[NH:7][CH:8]1[CH2:13][CH2:12][N:11]([CH:22]2[CH2:21][C:20]3[C:19]4[C:28](=[CH:29][CH:30]=[C:17]([O:16][CH3:15])[CH:18]=4)[N:27]=[CH:26][C:25]=3[O:24][CH2:23]2)[CH2:10][CH2:9]1)([CH3:4])([CH3:2])[CH3:3]. The yield is 0.0600.